The task is: Binary Classification. Given a drug SMILES string, predict its activity (active/inactive) in a high-throughput screening assay against a specified biological target.. This data is from Choline transporter screen with 302,306 compounds. (1) The compound is FC(F)Oc1ccc(/C=N\OCC(=O)NC2CCCC2)cc1. The result is 0 (inactive). (2) The compound is O1c2cc3C4N(CCc3cc2OC1)Cc1c(C4)ccc(O)c1OC. The result is 0 (inactive). (3) The molecule is s1c(C(=O)N2CCOCC2)c(n(c2ccccc2)c1=S)N. The result is 0 (inactive). (4) The drug is Clc1c(CSc2nc(c3cccnc3)ccc2C#N)ccc(Cl)c1. The result is 0 (inactive). (5) The compound is N1(CCNCC1)c1ncccn1. The result is 0 (inactive). (6) The drug is S(=O)(=O)(N1CCOCC1)c1cc2N(C(=O)C3N(CCC3)c2cc1)Cc1ccc(cc1)C. The result is 0 (inactive).